Dataset: NCI-60 drug combinations with 297,098 pairs across 59 cell lines. Task: Regression. Given two drug SMILES strings and cell line genomic features, predict the synergy score measuring deviation from expected non-interaction effect. (1) Drug 1: CCCS(=O)(=O)NC1=C(C(=C(C=C1)F)C(=O)C2=CNC3=C2C=C(C=N3)C4=CC=C(C=C4)Cl)F. Drug 2: C(CN)CNCCSP(=O)(O)O. Cell line: HOP-62. Synergy scores: CSS=-3.30, Synergy_ZIP=-0.631, Synergy_Bliss=-5.94, Synergy_Loewe=-7.86, Synergy_HSA=-7.25. (2) Drug 1: CC12CCC(CC1=CCC3C2CCC4(C3CC=C4C5=CN=CC=C5)C)O. Drug 2: CC=C1C(=O)NC(C(=O)OC2CC(=O)NC(C(=O)NC(CSSCCC=C2)C(=O)N1)C(C)C)C(C)C. Cell line: TK-10. Synergy scores: CSS=36.4, Synergy_ZIP=-6.75, Synergy_Bliss=-1.70, Synergy_Loewe=-17.6, Synergy_HSA=-2.10. (3) Drug 1: CC=C1C(=O)NC(C(=O)OC2CC(=O)NC(C(=O)NC(CSSCCC=C2)C(=O)N1)C(C)C)C(C)C. Drug 2: COCCOC1=C(C=C2C(=C1)C(=NC=N2)NC3=CC=CC(=C3)C#C)OCCOC.Cl. Cell line: NCI/ADR-RES. Synergy scores: CSS=-2.80, Synergy_ZIP=-0.191, Synergy_Bliss=-0.745, Synergy_Loewe=-3.98, Synergy_HSA=-3.69. (4) Drug 1: C1=CC(=CC=C1CCCC(=O)O)N(CCCl)CCCl. Drug 2: COC1=C2C(=CC3=C1OC=C3)C=CC(=O)O2. Cell line: HCT116. Synergy scores: CSS=43.6, Synergy_ZIP=-0.593, Synergy_Bliss=-4.49, Synergy_Loewe=-4.94, Synergy_HSA=-4.00. (5) Drug 1: CCC(=C(C1=CC=CC=C1)C2=CC=C(C=C2)OCCN(C)C)C3=CC=CC=C3.C(C(=O)O)C(CC(=O)O)(C(=O)O)O. Drug 2: CC1=C(C=C(C=C1)C(=O)NC2=CC(=CC(=C2)C(F)(F)F)N3C=C(N=C3)C)NC4=NC=CC(=N4)C5=CN=CC=C5. Cell line: LOX IMVI. Synergy scores: CSS=-3.61, Synergy_ZIP=2.29, Synergy_Bliss=2.33, Synergy_Loewe=0.805, Synergy_HSA=-1.16. (6) Drug 2: C1=CN(C=N1)CC(O)(P(=O)(O)O)P(=O)(O)O. Cell line: ACHN. Drug 1: CC1=C(C(CCC1)(C)C)C=CC(=CC=CC(=CC(=O)O)C)C. Synergy scores: CSS=10.4, Synergy_ZIP=-3.93, Synergy_Bliss=-0.301, Synergy_Loewe=-7.18, Synergy_HSA=-4.30. (7) Drug 1: CC(C)(C#N)C1=CC(=CC(=C1)CN2C=NC=N2)C(C)(C)C#N. Drug 2: C1CN(P(=O)(OC1)NCCCl)CCCl. Cell line: SW-620. Synergy scores: CSS=-0.801, Synergy_ZIP=-0.521, Synergy_Bliss=-0.445, Synergy_Loewe=-2.49, Synergy_HSA=-2.49. (8) Drug 1: CNC(=O)C1=CC=CC=C1SC2=CC3=C(C=C2)C(=NN3)C=CC4=CC=CC=N4. Drug 2: C1CCC(C1)C(CC#N)N2C=C(C=N2)C3=C4C=CNC4=NC=N3. Cell line: NCI/ADR-RES. Synergy scores: CSS=-1.90, Synergy_ZIP=0.651, Synergy_Bliss=-0.199, Synergy_Loewe=-0.554, Synergy_HSA=-1.39. (9) Drug 1: COC1=CC(=CC(=C1O)OC)C2C3C(COC3=O)C(C4=CC5=C(C=C24)OCO5)OC6C(C(C7C(O6)COC(O7)C8=CC=CS8)O)O. Drug 2: C1=NC(=NC(=O)N1C2C(C(C(O2)CO)O)O)N. Cell line: HCC-2998. Synergy scores: CSS=28.8, Synergy_ZIP=-0.597, Synergy_Bliss=4.11, Synergy_Loewe=1.08, Synergy_HSA=4.10. (10) Drug 1: CC1=C(C=C(C=C1)NC2=NC=CC(=N2)N(C)C3=CC4=NN(C(=C4C=C3)C)C)S(=O)(=O)N.Cl. Drug 2: COCCOC1=C(C=C2C(=C1)C(=NC=N2)NC3=CC=CC(=C3)C#C)OCCOC.Cl. Cell line: HCC-2998. Synergy scores: CSS=-21.0, Synergy_ZIP=8.29, Synergy_Bliss=-14.4, Synergy_Loewe=-25.3, Synergy_HSA=-27.2.